From a dataset of Catalyst prediction with 721,799 reactions and 888 catalyst types from USPTO. Predict which catalyst facilitates the given reaction. (1) Reactant: [CH3:1][C@@:2]12[C:10](=[O:11])[CH2:9][CH2:8][C@H:7]1[C@@H:6]1[CH2:12][CH:13]=[C:14]3[CH2:19][C@@H:18]([OH:20])[CH2:17][CH2:16][C@:15]3([CH3:21])[C@H:5]1[CH2:4][CH2:3]2.[C:22]([OH:29])(=[O:28])/[CH:23]=[CH:24]\[C:25]([OH:27])=[O:26]. Product: [CH3:1][C@@:2]12[C:10](=[O:11])[CH2:9][CH2:8][C@H:7]1[C@@H:6]1[CH2:12][CH:13]=[C:14]3[CH2:19][C@@H:18]([OH:20])[CH2:17][CH2:16][C@:15]3([CH3:21])[C@H:5]1[CH2:4][CH2:3]2.[C:22]([OH:29])(=[O:28])/[CH:23]=[CH:24]\[C:25]([OH:27])=[O:26]. The catalyst class is: 21. (2) Reactant: C[O:2][C:3](=[O:13])[C:4]1[CH:9]=[CH:8][C:7]([N+:10]([O-:12])=[O:11])=[CH:6][CH:5]=1.C[Si](C)(C)[C:16]([F:19])([F:18])[F:17].[F-].C([N+](CCCC)(CCCC)CCCC)CCC. Product: [F:17][C:16]([F:19])([F:18])[C:3]([C:4]1[CH:9]=[CH:8][C:7]([N+:10]([O-:12])=[O:11])=[CH:6][CH:5]=1)([OH:13])[OH:2]. The catalyst class is: 4. (3) Reactant: [F:1][C:2]1[CH:3]=[C:4]([CH:36]=[CH:37][CH:38]=1)[CH2:5][N:6]1[CH:10]=[C:9]([C:11]2[C:19]3[C:14](=[N:15][CH:16]=[C:17]([C:20]4[CH:21]=[C:22]([O:34][CH3:35])[C:23]([NH:26]C(=O)OC(C)(C)C)=[N:24][CH:25]=4)[CH:18]=3)[NH:13][CH:12]=2)[CH:8]=[N:7]1. Product: [F:1][C:2]1[CH:3]=[C:4]([CH:36]=[CH:37][CH:38]=1)[CH2:5][N:6]1[CH:10]=[C:9]([C:11]2[C:19]3[C:14](=[N:15][CH:16]=[C:17]([C:20]4[CH:21]=[C:22]([O:34][CH3:35])[C:23]([NH2:26])=[N:24][CH:25]=4)[CH:18]=3)[NH:13][CH:12]=2)[CH:8]=[N:7]1. The catalyst class is: 137. (4) Reactant: [Br:1][C:2]1[N:3]=[C:4]2[C:10]([NH2:11])=[CH:9][N:8]([C:12]([C:25]3[CH:30]=[CH:29][CH:28]=[CH:27][CH:26]=3)([C:19]3[CH:24]=[CH:23][CH:22]=[CH:21][CH:20]=3)[C:13]3[CH:18]=[CH:17][CH:16]=[CH:15][CH:14]=3)[C:5]2=[N:6][CH:7]=1.CCN(C(C)C)C(C)C.[Br:40][CH2:41][C:42]1[CH:50]=[CH:49][CH:48]=[CH:47][C:43]=1[C:44](Cl)=[O:45]. Product: [Br:1][C:2]1[N:3]=[C:4]2[C:10]([NH:11][C:44](=[O:45])[C:43]3[CH:47]=[CH:48][CH:49]=[CH:50][C:42]=3[CH2:41][Br:40])=[CH:9][N:8]([C:12]([C:19]3[CH:20]=[CH:21][CH:22]=[CH:23][CH:24]=3)([C:13]3[CH:14]=[CH:15][CH:16]=[CH:17][CH:18]=3)[C:25]3[CH:30]=[CH:29][CH:28]=[CH:27][CH:26]=3)[C:5]2=[N:6][CH:7]=1. The catalyst class is: 1. (5) Reactant: [O:1]1[C:6]2=[CH:7][N:8]=[C:9]([CH2:11][OH:12])[CH:10]=[C:5]2[CH2:4][CH2:3][CH2:2]1. Product: [O:1]1[C:6]2=[CH:7][N:8]=[C:9]([CH:11]=[O:12])[CH:10]=[C:5]2[CH2:4][CH2:3][CH2:2]1. The catalyst class is: 428. (6) Product: [OH:25][C:26]1[CH:27]=[CH:30][CH:31]=[CH:32][C:15]=1[CH2:14][NH:13][C:11]([NH:10][C:8]1[N:7]([C:19]2[CH:24]=[CH:23][CH:22]=[CH:21][CH:20]=2)[N:6]=[C:5]([C:1]([CH3:4])([CH3:3])[CH3:2])[CH:9]=1)=[O:12]. Reactant: [C:1]([C:5]1[CH:9]=[C:8]([NH:10][C:11]([NH:13][CH2:14][C:15](Cl)(Cl)Cl)=[O:12])[N:7]([C:19]2[CH:24]=[CH:23][CH:22]=[CH:21][CH:20]=2)[N:6]=1)([CH3:4])([CH3:3])[CH3:2].[OH:25][C:26]1C=[CH:32][CH:31]=[CH:30][C:27]=1CN.C(N(C(C)C)CC)(C)C. The catalyst class is: 10. (7) Product: [CH3:11][O:12][CH2:13][C:14]1[CH:19]=[CH:18][CH:17]=[CH:16][C:15]=1[C:2]1[CH:10]=[CH:9][C:5]([C:6]([OH:8])=[O:7])=[CH:4][CH:3]=1. Reactant: I[C:2]1[CH:10]=[CH:9][C:5]([C:6]([OH:8])=[O:7])=[CH:4][CH:3]=1.[CH3:11][O:12][CH2:13][C:14]1[CH:19]=[CH:18][CH:17]=[CH:16][C:15]=1B(O)O.C(=O)([O-])[O-].[Na+].[Na+]. The catalyst class is: 790. (8) Reactant: [Cl:1][CH:2]([CH3:6])[C:3](O)=[O:4].CCN(CC)CC.CN(C(ON1N=NC2C=CC=NC1=2)=[N+](C)C)C.F[P-](F)(F)(F)(F)F.[NH2:38][C:39]1[CH:44]=[C:43]([O:45][CH2:46][C:47]2[CH:52]=[CH:51][CH:50]=[CH:49][CH:48]=2)[CH:42]=[CH:41][C:40]=1[OH:53]. Product: [CH2:46]([O:45][C:43]1[CH:42]=[CH:41][C:40]([OH:53])=[C:39]([NH:38][C:3](=[O:4])[CH:2]([Cl:1])[CH3:6])[CH:44]=1)[C:47]1[CH:48]=[CH:49][CH:50]=[CH:51][CH:52]=1. The catalyst class is: 31.